Regression/Classification. Given a drug SMILES string, predict its toxicity properties. Task type varies by dataset: regression for continuous values (e.g., LD50, hERG inhibition percentage) or binary classification for toxic/non-toxic outcomes (e.g., AMES mutagenicity, cardiotoxicity, hepatotoxicity). Dataset: herg_karim. From a dataset of hERG potassium channel inhibition data for cardiac toxicity prediction from Karim et al.. (1) The drug is CC(=O)NC(CCN1C2CCC1CC(n1c(C)nc3c1CCN(C(=O)C(C)C)C3)C2)c1cccc(F)c1. The result is 0 (non-blocker). (2) The molecule is O=C1COc2ccc(CNC3CCN(CCn4c(=O)ccc5ccc(Oc6ccon6)nc54)CC3)nc2N1. The result is 0 (non-blocker).